From a dataset of Reaction yield outcomes from USPTO patents with 853,638 reactions. Predict the reaction yield, written as a fraction of the theoretical maximum amount of product (1.0 means a 100% yield; for example, 0.34 means a 34% yield). (1) The reactants are Cl[C:2]1[CH:7]=[C:6]([C:8]([NH:10][C:11]2[S:12][C:13]([N:21]3[CH2:26][CH2:25][O:24][CH2:23][CH2:22]3)=[C:14]([C:16]3[O:17][CH:18]=[CH:19][CH:20]=3)[N:15]=2)=[O:9])[CH:5]=[CH:4][N:3]=1.[CH3:27][N:28]1[CH2:33][CH2:32][NH:31][CH2:30][CH2:29]1.O. The catalyst is CN1C(=O)CCC1. The product is [O:17]1[CH:18]=[CH:19][CH:20]=[C:16]1[C:14]1[N:15]=[C:11]([NH:10][C:8]([C:6]2[CH:5]=[CH:4][N:3]=[C:2]([N:31]3[CH2:32][CH2:33][N:28]([CH3:27])[CH2:29][CH2:30]3)[CH:7]=2)=[O:9])[S:12][C:13]=1[N:21]1[CH2:26][CH2:25][O:24][CH2:23][CH2:22]1. The yield is 0.0500. (2) The reactants are [C:1]1([C:7]2[C:8]3[C:13]([C:14]([C:24]4[CH:29]=[CH:28][CH:27]=[CH:26][CH:25]=4)=[C:15]4[C:20]=2[CH:19]=[C:18](B(O)O)[CH:17]=[CH:16]4)=[CH:12][CH:11]=[CH:10][CH:9]=3)[CH:6]=[CH:5][CH:4]=[CH:3][CH:2]=1.Br[C:31]1[CH:36]=[CH:35][C:34]([Br:37])=[CH:33][CH:32]=1.C(=O)([O-])[O-].[Na+].[Na+]. The product is [Br:37][C:34]1[CH:35]=[CH:36][C:31]([C:11]2[CH:10]=[CH:9][C:8]3[C:13](=[C:14]([C:24]4[CH:29]=[CH:28][CH:27]=[CH:26][CH:25]=4)[C:15]4[C:20]([C:7]=3[C:1]3[CH:2]=[CH:3][CH:4]=[CH:5][CH:6]=3)=[CH:19][CH:18]=[CH:17][CH:16]=4)[CH:12]=2)=[CH:32][CH:33]=1. The yield is 0.515. The catalyst is C1(C)C=CC=CC=1.C(O)C. (3) The reactants are [Cl:1][C:2]1[CH:9]=[CH:8][C:5]([CH:6]=[O:7])=[C:4](F)[CH:3]=1.[NH:11]1[CH2:15][CH2:14][C@@H:13]([NH:16][C:17](=[O:23])[O:18][C:19]([CH3:22])([CH3:21])[CH3:20])[CH2:12]1.C([O-])([O-])=O.[K+].[K+].CS(C)=O. The catalyst is O. The product is [Cl:1][C:2]1[CH:9]=[CH:8][C:5]([CH:6]=[O:7])=[C:4]([N:11]2[CH2:15][CH2:14][C@@H:13]([NH:16][C:17](=[O:23])[O:18][C:19]([CH3:21])([CH3:20])[CH3:22])[CH2:12]2)[CH:3]=1. The yield is 0.730. (4) The reactants are [CH2:1]([O:4][C:5]1[CH:12]=[C:11]([C:13]([F:16])([F:15])[F:14])[CH:10]=[CH:9][C:6]=1[CH:7]=O)[CH2:2][CH3:3].C1(P(=[CH:36][C:37]([O:39][CH3:40])=[O:38])(C2C=CC=CC=2)C2C=CC=CC=2)C=CC=CC=1. The catalyst is C1(C)C=CC=CC=1. The product is [CH3:40][O:39][C:37](=[O:38])[CH:36]=[CH:7][C:6]1[CH:9]=[CH:10][C:11]([C:13]([F:16])([F:15])[F:14])=[CH:12][C:5]=1[O:4][CH2:1][CH2:2][CH3:3]. The yield is 0.690.